This data is from Catalyst prediction with 721,799 reactions and 888 catalyst types from USPTO. The task is: Predict which catalyst facilitates the given reaction. Reactant: [NH2:1][C:2]1[CH:3]=[C:4]([C@H:8]([N:16]([CH3:28])[C:17](=[O:27])[CH2:18][C:19]2[CH:24]=[CH:23][C:22]([Cl:25])=[C:21]([Cl:26])[CH:20]=2)[CH2:9][N:10]2[CH2:14][CH2:13][C@@H:12]([OH:15])[CH2:11]2)[CH:5]=[CH:6][CH:7]=1.N1C=CC=CC=1.[F:35][C:36]([F:46])([F:45])[CH2:37][O:38][CH2:39][CH2:40][S:41](Cl)(=[O:43])=[O:42]. Product: [Cl:26][C:21]1[CH:20]=[C:19]([CH2:18][C:17]([N:16]([C@@H:8]([C:4]2[CH:5]=[CH:6][CH:7]=[C:2]([NH:1][S:41]([CH2:40][CH2:39][O:38][CH2:37][C:36]([F:35])([F:45])[F:46])(=[O:43])=[O:42])[CH:3]=2)[CH2:9][N:10]2[CH2:14][CH2:13][C@@H:12]([OH:15])[CH2:11]2)[CH3:28])=[O:27])[CH:24]=[CH:23][C:22]=1[Cl:25]. The catalyst class is: 4.